Dataset: Forward reaction prediction with 1.9M reactions from USPTO patents (1976-2016). Task: Predict the product of the given reaction. (1) Given the reactants [Cl:1][C:2]1[CH:3]=[C:4]([CH2:8][CH2:9][NH:10][CH2:11][C:12]2[CH:17]=[CH:16][CH:15]=[C:14]([OH:18])[CH:13]=2)[CH:5]=[CH:6][CH:7]=1.ClCCl.[C:22](O[C:22]([O:24][C:25]([CH3:28])([CH3:27])[CH3:26])=[O:23])([O:24][C:25]([CH3:28])([CH3:27])[CH3:26])=[O:23].C(N(CC)CC)C, predict the reaction product. The product is: [C:25]([O:24][C:22]([N:10]([CH2:11][C:12]1[CH:17]=[CH:16][CH:15]=[C:14]([OH:18])[CH:13]=1)[CH2:9][CH2:8][C:4]1[CH:5]=[CH:6][CH:7]=[C:2]([Cl:1])[CH:3]=1)=[O:23])([CH3:28])([CH3:27])[CH3:26]. (2) Given the reactants F[C:2]1[CH:3]=[N:4][CH:5]=[CH:6][C:7]=1[C:8]1[O:9][C:10]2[CH:16]=[CH:15][C:14]([C:17]([F:20])([F:19])[F:18])=[CH:13][C:11]=2[N:12]=1.[CH3:21][C:22]1[CH:23]=[N:24][NH:25][CH:26]=1.C(=O)([O-])[O-].[K+].[K+].CN(C=O)C, predict the reaction product. The product is: [CH3:21][C:22]1[CH:23]=[N:24][N:25]([C:2]2[CH:3]=[N:4][CH:5]=[CH:6][C:7]=2[C:8]2[O:9][C:10]3[CH:16]=[CH:15][C:14]([C:17]([F:20])([F:19])[F:18])=[CH:13][C:11]=3[N:12]=2)[CH:26]=1. (3) Given the reactants [NH2:1][C@@:2]([C:6]1[S:7][C:8]([C:11]2[CH:16]=[CH:15][C:14]([O:17][CH2:18][CH2:19][CH2:20][CH2:21][CH2:22][CH2:23][CH2:24][CH3:25])=[C:13]([C:26]([F:29])([F:28])[F:27])[CH:12]=2)=[CH:9][N:10]=1)([CH3:5])[CH2:3][OH:4].[P:30](Cl)([O:35]CC)([O:32]CC)=[O:31].C(N(CC)CC)C.Br[Si](C)(C)C, predict the reaction product. The product is: [P:30]([OH:35])([OH:32])([O:4][CH2:3][C@:2]([NH2:1])([C:6]1[S:7][C:8]([C:11]2[CH:16]=[CH:15][C:14]([O:17][CH2:18][CH2:19][CH2:20][CH2:21][CH2:22][CH2:23][CH2:24][CH3:25])=[C:13]([C:26]([F:28])([F:29])[F:27])[CH:12]=2)=[CH:9][N:10]=1)[CH3:5])=[O:31].